From a dataset of Catalyst prediction with 721,799 reactions and 888 catalyst types from USPTO. Predict which catalyst facilitates the given reaction. (1) Reactant: [NH2:1][C:2]1[CH:7]=[CH:6][C:5]([CH:8]([CH2:14][CH:15]2[CH2:17][CH2:16]2)[C:9]([O:11][CH2:12][CH3:13])=[O:10])=[CH:4][C:3]=1[O:18][CH2:19][C:20]([F:23])([F:22])[F:21].C1C(=O)N([Br:31])C(=O)C1. Product: [NH2:1][C:2]1[C:3]([O:18][CH2:19][C:20]([F:21])([F:22])[F:23])=[CH:4][C:5]([CH:8]([CH2:14][CH:15]2[CH2:16][CH2:17]2)[C:9]([O:11][CH2:12][CH3:13])=[O:10])=[CH:6][C:7]=1[Br:31]. The catalyst class is: 146. (2) Reactant: Cl[C:2]1[C:7]([NH:8][C:9](=[S:15])[C:10]([O:12][CH2:13][CH3:14])=[O:11])=[CH:6][CH:5]=[C:4]([Cl:16])[N:3]=1.C(=O)([O-])[O-].[Cs+].[Cs+]. Product: [Cl:16][C:4]1[N:3]=[C:2]2[S:15][C:9]([C:10]([O:12][CH2:13][CH3:14])=[O:11])=[N:8][C:7]2=[CH:6][CH:5]=1. The catalyst class is: 20. (3) Reactant: [CH:1]1[C:10]2[C:5](=[CH:6][CH:7]=[CH:8][CH:9]=2)[CH:4]=[CH:3][N:2]=1.C1C(=O)N([Br:18])C(=O)C1. Product: [Br:18][C:3]1[N:2]=[CH:1][C:10]2[C:5]([CH:4]=1)=[CH:6][CH:7]=[CH:8][CH:9]=2. The catalyst class is: 52. (4) Reactant: Cl.[CH3:2][N:3]1[CH2:8][CH2:7][N:6]([C:9]2[CH:14]=[C:13]([N:15]3[CH:24]([CH3:25])[CH2:23][C:22]4[C:17](=[CH:18][C:19]([CH:26]5[CH2:31][CH2:30][NH:29][CH2:28][CH2:27]5)=[CH:20][CH:21]=4)[CH2:16]3)[N:12]=[C:11]([NH2:32])[N:10]=2)[CH2:5][CH2:4]1.C(N(CC)C(C)C)(C)C.[CH:42]1([CH2:47][C:48](Cl)=[O:49])[CH2:46][CH2:45][CH2:44][CH2:43]1. Product: [CH:42]1([CH2:47][C:48]([N:29]2[CH2:28][CH2:27][CH:26]([C:19]3[CH:18]=[C:17]4[C:22]([CH2:23][CH:24]([CH3:25])[N:15]([C:13]5[CH:14]=[C:9]([N:6]6[CH2:7][CH2:8][N:3]([CH3:2])[CH2:4][CH2:5]6)[N:10]=[C:11]([NH2:32])[N:12]=5)[CH2:16]4)=[CH:21][CH:20]=3)[CH2:31][CH2:30]2)=[O:49])[CH2:46][CH2:45][CH2:44][CH2:43]1. The catalyst class is: 382. (5) Reactant: [Cl:1][C:2]1[CH:7]=[CH:6][C:5]([S:8]([NH:11][CH:12]2[CH2:17][CH2:16][CH2:15][N:14](C(OC(C)(C)C)=O)[CH2:13]2)(=[O:10])=[O:9])=[CH:4][CH:3]=1.FC(F)(F)C(O)=O. Product: [Cl:1][C:2]1[CH:3]=[CH:4][C:5]([S:8]([NH:11][CH:12]2[CH2:17][CH2:16][CH2:15][NH:14][CH2:13]2)(=[O:9])=[O:10])=[CH:6][CH:7]=1. The catalyst class is: 4. (6) Product: [CH3:11][O:12][C:13](=[O:14])[C:9]([OH:10])=[CH:8][C:7](=[O:17])[N:6]([CH2:5][C:4]1[CH:20]=[CH:21][C:22]([F:23])=[C:2]([Cl:1])[CH:3]=1)[O:18][CH3:19]. Reactant: [Cl:1][C:2]1[CH:3]=[C:4]([CH:20]=[CH:21][C:22]=1[F:23])[CH2:5][N:6]([O:18][CH3:19])[C:7](=[O:17])[CH:8]=[C:9]1[C:13](=[O:14])[O:12][C:11](C)(C)[O:10]1. The catalyst class is: 5. (7) Reactant: [NH2:1][C:2]1[C:6]2[C:7](=[O:18])[N:8]([C:11]3[CH:16]=[CH:15][CH:14]=[CH:13][C:12]=3[CH3:17])[CH:9]=[CH:10][C:5]=2[NH:4][N:3]=1.[Br:19]N1C(=O)CCC1=O. Product: [NH2:1][C:2]1[C:6]2[C:7](=[O:18])[N:8]([C:11]3[CH:16]=[CH:15][CH:14]=[CH:13][C:12]=3[CH3:17])[CH:9]=[C:10]([Br:19])[C:5]=2[NH:4][N:3]=1. The catalyst class is: 10. (8) Reactant: [NH2:1][C:2]1[CH:3]=[CH:4][CH:5]=[CH:6][C:7]=1[O:8][CH2:9][C:10]1[CH:15]=[CH:14][CH:13]=[CH:12][CH:11]=1.C(N(CC)CC)C.[CH2:23]([S:26](Cl)(=[O:28])=[O:27])[CH2:24][CH3:25]. Product: [C:9]([OH:27])(=[O:8])[CH3:10].[CH2:9]([O:8][C:7]1[CH:6]=[CH:5][CH:4]=[CH:3][C:2]=1[NH:1][S:26]([CH2:23][CH2:24][CH3:25])(=[O:28])=[O:27])[C:10]1[CH:15]=[CH:14][CH:13]=[CH:12][CH:11]=1. The catalyst class is: 2.